The task is: Predict which catalyst facilitates the given reaction.. This data is from Catalyst prediction with 721,799 reactions and 888 catalyst types from USPTO. (1) Reactant: [CH3:1][O:2][C:3]1[CH:10]=[CH:9][C:6]([CH2:7]O)=[CH:5][C:4]=1[O:11][CH2:12][C:13]1[N:14]=[C:15]([C:19]2[CH:24]=[CH:23][CH:22]=[CH:21][CH:20]=2)[O:16][C:17]=1[CH3:18].S(Cl)([Cl:27])=O. Product: [Cl:27][CH2:7][C:6]1[CH:9]=[CH:10][C:3]([O:2][CH3:1])=[C:4]([CH:5]=1)[O:11][CH2:12][C:13]1[N:14]=[C:15]([C:19]2[CH:24]=[CH:23][CH:22]=[CH:21][CH:20]=2)[O:16][C:17]=1[CH3:18]. The catalyst class is: 11. (2) Reactant: Cl[C:2]1[C:3](=[O:15])[N:4]([C:8]2[CH:13]=[CH:12][C:11]([I:14])=[CH:10][CH:9]=2)[CH2:5][CH2:6][CH:7]=1.Cl/[C:17](=[N:23]\[NH:24][C:25]1[CH:30]=[CH:29][C:28]([O:31][CH3:32])=[CH:27][CH:26]=1)/[C:18]([O:20][CH2:21][CH3:22])=[O:19].C1(C)C=CC=CC=1.C(N(CC)CC)C. Product: [I:14][C:11]1[CH:12]=[CH:13][C:8]([N:4]2[CH2:5][CH2:6][C:7]3[C:17]([C:18]([O:20][CH2:21][CH3:22])=[O:19])=[N:23][N:24]([C:25]4[CH:26]=[CH:27][C:28]([O:31][CH3:32])=[CH:29][CH:30]=4)[C:2]=3[C:3]2=[O:15])=[CH:9][CH:10]=1. The catalyst class is: 6. (3) Reactant: [CH:1]([C:3]1[N:4]=[CH:5][C:6]([NH:9][C:10](=[O:27])[CH:11]([NH:15][C:16](=[O:26])[CH2:17][C:18]2[CH:23]=[C:22]([F:24])[CH:21]=[C:20]([F:25])[CH:19]=2)[CH2:12][CH2:13][CH3:14])=[N:7][CH:8]=1)=O.[CH3:28][C:29]([CH3:34])([CH3:33])[CH2:30][CH2:31][NH2:32].S([O-])([O-])(=O)=O.[Na+].[Na+].C([BH3-])#N.[Na+]. Product: [CH3:28][C:29]([CH3:34])([CH3:33])[CH2:30][CH2:31][NH:32][CH2:1][C:3]1[N:4]=[CH:5][C:6]([NH:9][C:10](=[O:27])[CH:11]([NH:15][C:16](=[O:26])[CH2:17][C:18]2[CH:23]=[C:22]([F:24])[CH:21]=[C:20]([F:25])[CH:19]=2)[CH2:12][CH2:13][CH3:14])=[N:7][CH:8]=1. The catalyst class is: 15. (4) Reactant: [NH2:1][C:2]1[CH:9]=[CH:8][CH:7]=[C:6]([O:10][CH2:11][CH:12]2[CH2:16][CH2:15][CH2:14][CH2:13]2)[C:3]=1[C:4]#[N:5].[C:17]([O:23][CH2:24][CH3:25])(=[O:22])[CH2:18][C:19]([CH3:21])=O.Cl[Sn](Cl)(Cl)Cl. Product: [CH2:24]([O:23][C:17]([C:18]1[C:19]([CH3:21])=[N:1][C:2]2[C:3]([C:4]=1[NH2:5])=[C:6]([O:10][CH2:11][CH:12]1[CH2:16][CH2:15][CH2:14][CH2:13]1)[CH:7]=[CH:8][CH:9]=2)=[O:22])[CH3:25]. The catalyst class is: 11. (5) Reactant: [NH2:1][C:2]1[CH:3]=[C:4]([CH:32]=[CH:33][CH:34]=1)[CH2:5][N:6]1[CH:10]=[CH:9][C:8]([NH:11][C:12](=[O:31])[C@@H:13]([C:20]2[CH:25]=[CH:24][C:23]([S:26]([CH3:29])(=[O:28])=[O:27])=[C:22]([Cl:30])[CH:21]=2)[CH2:14][CH:15]2[CH2:19][CH2:18][CH2:17][CH2:16]2)=[N:7]1.CN1CCOCC1.[C:42](Cl)(=[O:45])[CH2:43][CH3:44]. Product: [Cl:30][C:22]1[CH:21]=[C:20]([C@@H:13]([CH2:14][CH:15]2[CH2:19][CH2:18][CH2:17][CH2:16]2)[C:12]([NH:11][C:8]2[CH:9]=[CH:10][N:6]([CH2:5][C:4]3[CH:32]=[CH:33][CH:34]=[C:2]([NH:1][C:42](=[O:45])[CH2:43][CH3:44])[CH:3]=3)[N:7]=2)=[O:31])[CH:25]=[CH:24][C:23]=1[S:26]([CH3:29])(=[O:28])=[O:27]. The catalyst class is: 2. (6) Reactant: [Cl:1][C:2]1[C:7]2[O:8][C:9]3[CH2:14][CH2:13][NH:12][CH:11]([C:15](OCC)=[O:16])[C:10]=3[C:6]=2[CH:5]=[C:4]([S:20]([C:23]2[CH:28]=[CH:27][CH:26]=[CH:25][CH:24]=2)(=[O:22])=[O:21])[CH:3]=1.[BH4-].[Li+].O. Product: [Cl:1][C:2]1[C:7]2[O:8][C:9]3[CH2:14][CH2:13][NH:12][CH:11]([CH2:15][OH:16])[C:10]=3[C:6]=2[CH:5]=[C:4]([S:20]([C:23]2[CH:28]=[CH:27][CH:26]=[CH:25][CH:24]=2)(=[O:22])=[O:21])[CH:3]=1. The catalyst class is: 8.